Task: Predict the product of the given reaction.. Dataset: Forward reaction prediction with 1.9M reactions from USPTO patents (1976-2016) (1) The product is: [C:2]([C:7]1[O:11][C:10]([CH2:12][N:13]2[N:17]=[C:16]([NH:18][C:29](=[O:30])/[CH:28]=[CH:27]/[C:24]3[CH:23]=[CH:22][C:21]([C:20]([F:32])([F:33])[F:19])=[CH:26][CH:25]=3)[CH:15]=[N:14]2)=[CH:9][CH:8]=1)(=[O:6])[CH3:1]. Given the reactants [CH3:1][C:2]1([C:7]2[O:11][C:10]([CH2:12][N:13]3[N:17]=[C:16]([NH2:18])[CH:15]=[N:14]3)=[CH:9][CH:8]=2)[O:6]CCO1.[F:19][C:20]([F:33])([F:32])[C:21]1[CH:26]=[CH:25][C:24](/[CH:27]=[CH:28]/[C:29](O)=[O:30])=[CH:23][CH:22]=1, predict the reaction product. (2) The product is: [C:1]1([C:7]2[C:8]([C:10]3[CH:18]=[CH:17][C:13]([C:14]([OH:16])=[O:15])=[CH:12][CH:11]=3)=[N:19][C:20]3[C:21]([CH:22]=2)=[CH:24][CH:25]=[CH:26][N:27]=3)[CH:6]=[CH:5][CH:4]=[CH:3][CH:2]=1. Given the reactants [C:1]1([CH2:7][C:8]([C:10]2[CH:18]=[CH:17][C:13]([C:14]([OH:16])=[O:15])=[CH:12][CH:11]=2)=O)[CH:6]=[CH:5][CH:4]=[CH:3][CH:2]=1.[NH2:19][C:20]1[N:27]=[CH:26][CH:25]=[CH:24][C:21]=1[CH:22]=O, predict the reaction product. (3) Given the reactants [CH2:1]([N:4]([CH2:8][CH2:9][CH3:10])[CH2:5][CH2:6][NH2:7])[CH2:2][CH3:3].Cl[C:12]1[N:13]=[N+:14]([O-:25])[C:15]2[CH:21]=[CH:20][C:19]([CH:22]([CH3:24])[CH3:23])=[CH:18][C:16]=2[N:17]=1, predict the reaction product. The product is: [CH:22]([C:19]1[CH:20]=[CH:21][C:15]2[N+:14]([O-:25])=[N:13][C:12]([NH:7][CH2:6][CH2:5][N:4]([CH2:8][CH2:9][CH3:10])[CH2:1][CH2:2][CH3:3])=[N:17][C:16]=2[CH:18]=1)([CH3:24])[CH3:23]. (4) Given the reactants CC1C=CC(S(O[CH2:12][CH:13]2[CH2:17][C:16]3[CH:18]=[CH:19][C:20]([Cl:29])=[C:21]([C:22]4[CH:27]=[CH:26][CH:25]=[CH:24][C:23]=4[CH3:28])[C:15]=3[O:14]2)(=O)=O)=CC=1.[CH3:30][NH2:31], predict the reaction product. The product is: [Cl:29][C:20]1[CH:19]=[CH:18][C:16]2[CH2:17][CH:13]([CH2:12][NH:31][CH3:30])[O:14][C:15]=2[C:21]=1[C:22]1[CH:27]=[CH:26][CH:25]=[CH:24][C:23]=1[CH3:28]. (5) Given the reactants [ClH:1].Cl.[CH:3]1([NH:9][C:10]([C:12]2[CH:17]=[C:16]([N:18]3[CH2:22][CH2:21][CH2:20][CH2:19]3)[N:15]=[C:14](/[CH:23]=[CH:24]/[C:25]3[N:30]=[C:29]([N:31]([CH3:33])[CH3:32])[C:28]([CH3:34])=[C:27]([CH3:35])[N:26]=3)[N:13]=2)=[O:11])[CH2:8][CH2:7][CH2:6][CH2:5][CH2:4]1, predict the reaction product. The product is: [ClH:1].[ClH:1].[CH:3]1([NH:9][C:10]([C:12]2[CH:17]=[C:16]([N:18]3[CH2:19][CH2:20][CH2:21][CH2:22]3)[N:15]=[C:14]([CH2:23][CH2:24][C:25]3[N:30]=[C:29]([N:31]([CH3:33])[CH3:32])[C:28]([CH3:34])=[C:27]([CH3:35])[N:26]=3)[N:13]=2)=[O:11])[CH2:8][CH2:7][CH2:6][CH2:5][CH2:4]1.